This data is from Full USPTO retrosynthesis dataset with 1.9M reactions from patents (1976-2016). The task is: Predict the reactants needed to synthesize the given product. (1) Given the product [C:12]1([N:5]2[C:6]3[C:11](=[CH:10][CH:9]=[CH:8][N:7]=3)[C:2]([O:1][C:30](=[O:31])[CH2:29][CH:26]3[CH2:27][CH2:28][O:23][CH2:24][CH2:25]3)=[CH:3][C:4]2=[O:18])[CH:13]=[CH:14][CH:15]=[CH:16][CH:17]=1, predict the reactants needed to synthesize it. The reactants are: [OH:1][C:2]1[C:11]2[C:6](=[N:7][CH:8]=[CH:9][CH:10]=2)[N:5]([C:12]2[CH:17]=[CH:16][CH:15]=[CH:14][CH:13]=2)[C:4](=[O:18])[CH:3]=1.[H-].[Na+].[H][H].[O:23]1[CH2:28][CH2:27][CH:26]([CH2:29][C:30](Cl)=[O:31])[CH2:25][CH2:24]1.C(=O)([O-])O.[Na+]. (2) Given the product [C:4]([C:5]1[CH:6]=[CH:7][CH:8]=[CH:9][C:10]=1[C:2]([NH:3][C@H:12]1[CH2:17][C:16]2[CH:18]=[CH:19][CH:20]=[C:21]([C:22]([OH:24])=[O:23])[C:15]=2[O:14][B:13]1[OH:25])=[O:1])([OH:26])=[O:11], predict the reactants needed to synthesize it. The reactants are: [O:1]=[C:2]1[C:10]2[C:5](=[CH:6][CH:7]=[CH:8][CH:9]=2)[C:4](=[O:11])[N:3]1[C@H:12]1[CH2:17][C:16]2[CH:18]=[CH:19][CH:20]=[C:21]([C:22]([OH:24])=[O:23])[C:15]=2[O:14][B:13]1[OH:25].[OH-:26].[Na+].Cl. (3) Given the product [NH2:1][C:2]1[N:7]=[CH:6][C:5]2[C:8]([CH:11]3[CH2:12][CH2:13][N:14]([C:17]([NH2:19])=[O:18])[CH2:15][CH2:16]3)=[CH:9][O:10][C:4]=2[C:3]=1[O:20][C@@H:21]([C:23]1[C:28]([Cl:29])=[CH:27][CH:26]=[C:25]([F:30])[C:24]=1[Cl:31])[CH3:22], predict the reactants needed to synthesize it. The reactants are: [NH2:1][C:2]1[N:7]=[CH:6][C:5]2[C:8]([C:11]3[CH2:12][CH2:13][N:14]([C:17]([NH2:19])=[O:18])[CH2:15][CH:16]=3)=[CH:9][O:10][C:4]=2[C:3]=1[O:20][C@@H:21]([C:23]1[C:28]([Cl:29])=[CH:27][CH:26]=[C:25]([F:30])[C:24]=1[Cl:31])[CH3:22].CCOC(C)=O. (4) The reactants are: Br[CH2:2][C:3]1[C:12](=[O:13])[C:11]2[C:6](=[CH:7][CH:8]=[CH:9][CH:10]=2)[O:5][C:4]=1[C:14]1[CH:19]=[CH:18][C:17]([OH:20])=[CH:16][CH:15]=1.[CH3:21][O-:22].[Na+].CO. Given the product [OH:20][C:17]1[CH:18]=[CH:19][C:14]([C:4]2[O:5][C:6]3[C:11]([C:12](=[O:13])[C:3]=2[CH2:2][O:22][CH3:21])=[CH:10][CH:9]=[CH:8][CH:7]=3)=[CH:15][CH:16]=1, predict the reactants needed to synthesize it. (5) Given the product [F:1][C:2]1[CH:7]=[CH:6][C:5]([C:8]([N:10]2[CH2:14][CH2:13][CH:12]([O:15][C:23](=[O:24])[NH:22][C:16]3[CH:21]=[CH:20][CH:19]=[CH:18][CH:17]=3)[CH2:11]2)=[O:9])=[CH:4][CH:3]=1, predict the reactants needed to synthesize it. The reactants are: [F:1][C:2]1[CH:7]=[CH:6][C:5]([C:8]([N:10]2[CH2:14][CH2:13][CH:12]([OH:15])[CH2:11]2)=[O:9])=[CH:4][CH:3]=1.[C:16]1([N:22]=[C:23]=[O:24])[CH:21]=[CH:20][CH:19]=[CH:18][CH:17]=1. (6) Given the product [Cl:12][C:13]1[CH:14]=[C:15]([NH:19][CH2:9][CH2:8][C:5]2[CH:6]=[CH:7][C:2]([Cl:1])=[CH:3][CH:4]=2)[CH:16]=[CH:17][CH:18]=1, predict the reactants needed to synthesize it. The reactants are: [Cl:1][C:2]1[CH:7]=[CH:6][C:5]([CH2:8][C:9](O)=O)=[CH:4][CH:3]=1.[Cl:12][C:13]1[CH:14]=[C:15]([NH2:19])[CH:16]=[CH:17][CH:18]=1.